Dataset: Full USPTO retrosynthesis dataset with 1.9M reactions from patents (1976-2016). Task: Predict the reactants needed to synthesize the given product. (1) Given the product [CH:11]1([C:15]2[CH:20]=[CH:19][C:18]([C:2]3[CH:3]=[C:4]4[CH:5]=[CH:6][NH:7][C:8]4=[N:9][CH:10]=3)=[C:17]([F:24])[C:16]=2[O:25][CH3:26])[CH2:12][CH2:13][CH2:14]1, predict the reactants needed to synthesize it. The reactants are: Br[C:2]1[CH:3]=[C:4]2[C:8](=[N:9][CH:10]=1)[NH:7][CH:6]=[CH:5]2.[CH:11]1([C:15]2[CH:20]=[CH:19][C:18](B(O)O)=[C:17]([F:24])[C:16]=2[O:25][CH3:26])[CH2:14][CH2:13][CH2:12]1.C([O-])([O-])=O.[K+].[K+]. (2) The reactants are: [OH-].[Na+].C([O:5][C:6]([C:8]1[N:9]([CH2:18][C:19]2[CH:24]=[CH:23][CH:22]=[C:21]([CH3:25])[CH:20]=2)[C:10]2[C:15]([CH:16]=1)=[CH:14][C:13]([Cl:17])=[CH:12][CH:11]=2)=[O:7])C. Given the product [Cl:17][C:13]1[CH:14]=[C:15]2[C:10](=[CH:11][CH:12]=1)[N:9]([CH2:18][C:19]1[CH:24]=[CH:23][CH:22]=[C:21]([CH3:25])[CH:20]=1)[C:8]([C:6]([OH:7])=[O:5])=[CH:16]2, predict the reactants needed to synthesize it. (3) Given the product [C:20]([O:19][C:17]([NH:16][C@H:9]([CH2:8][C:5]1[CH:6]=[CH:7][C:2]([C:29]2[CH:30]=[C:25]([Cl:24])[CH:26]=[CH:27][C:28]=2[Cl:31])=[CH:3][CH:4]=1)[CH2:10][C:11]([O:13][CH2:14][CH3:15])=[O:12])=[O:18])([CH3:23])([CH3:22])[CH3:21], predict the reactants needed to synthesize it. The reactants are: Br[C:2]1[CH:7]=[CH:6][C:5]([CH2:8][C@@H:9]([NH:16][C:17]([O:19][C:20]([CH3:23])([CH3:22])[CH3:21])=[O:18])[CH2:10][C:11]([O:13][CH2:14][CH3:15])=[O:12])=[CH:4][CH:3]=1.[Cl:24][C:25]1[CH:30]=[CH:29][C:28]([Cl:31])=[CH:27][C:26]=1B(O)O.C([O-])([O-])=O.[Na+].[Na+].